From a dataset of Retrosynthesis with 50K atom-mapped reactions and 10 reaction types from USPTO. Predict the reactants needed to synthesize the given product. (1) Given the product COC(=O)c1ccc(Cn2cc(-c3ccc(Cl)cc3Cl)nc2-c2ccc(-c3cccc(S(C)(=O)=O)c3)cc2)cc1, predict the reactants needed to synthesize it. The reactants are: COC(=O)c1ccc(Cn2cc(-c3ccc(Cl)cc3Cl)nc2-c2ccc(Br)cc2)cc1.CS(=O)(=O)c1cccc(B(O)O)c1. (2) Given the product CCOC(=O)C(Nc1ccc(F)cc1F)c1ccc(S(=O)(=O)C2CC2)cc1, predict the reactants needed to synthesize it. The reactants are: CCOC(=O)C(Br)c1ccc(S(=O)(=O)C2CC2)cc1.Nc1ccc(F)cc1F. (3) Given the product Nc1cccc(C(=O)Nc2ccc(-c3c[nH]c(=O)cn3)cc2)c1, predict the reactants needed to synthesize it. The reactants are: O=C(Nc1ccc(-c2c[nH]c(=O)cn2)cc1)c1cccc([N+](=O)[O-])c1. (4) Given the product Cc1cc(-c2ccccc2)ncc1Br, predict the reactants needed to synthesize it. The reactants are: Cc1cc(Br)ncc1Br.OB(O)c1ccccc1. (5) Given the product COC(=O)CN1C(=O)[C@H](NC(=O)c2cc3cc(Cl)ncc3[nH]2)Cc2ccccc21, predict the reactants needed to synthesize it. The reactants are: COC(=O)CN1C(=O)[C@H](N)Cc2ccccc21.O=C(O)c1cc2cc(Cl)ncc2[nH]1. (6) Given the product CC(C)(C)OC(=O)N1CCC[C@H](Nc2ncc(C#N)c3sc(C#Cc4ccccc4)cc23)C1, predict the reactants needed to synthesize it. The reactants are: C#Cc1ccccc1.CC(C)(C)OC(=O)N1CCC[C@H](Nc2ncc(C#N)c3sc(I)cc23)C1. (7) Given the product COC(=O)c1ccc2cncn2c1Nc1ccc(I)cc1F, predict the reactants needed to synthesize it. The reactants are: COC(=O)c1ccc2cncn2c1Cl.Nc1ccc(I)cc1F. (8) Given the product Cc1c(-c2cccc(OCCN3CCOCC3)c2)sc2c(N3CCOCC3)nc(-c3cnc(N)nc3)nc12, predict the reactants needed to synthesize it. The reactants are: CC1(C)OB(c2cnc(N)nc2)OC1(C)C.Cc1c(-c2cccc(OCCN3CCOCC3)c2)sc2c(N3CCOCC3)nc(Cl)nc12. (9) Given the product COc1cc(C(=O)N2CCC3(CC2)CC(=O)c2cc(C(C)(C)C(=O)O)ccc2O3)nc2c(OC)cccc12, predict the reactants needed to synthesize it. The reactants are: COc1cc(C(=O)N2CCC3(CC2)CC(=O)c2cc(C(C)(C)C(=O)OCc4ccccc4)ccc2O3)nc2c(OC)cccc12. (10) Given the product Cc1ccccc1-c1ccc2cc[nH]c2c1, predict the reactants needed to synthesize it. The reactants are: Brc1ccc2cc[nH]c2c1.Cc1ccccc1B(O)O.